This data is from TCR-epitope binding with 47,182 pairs between 192 epitopes and 23,139 TCRs. The task is: Binary Classification. Given a T-cell receptor sequence (or CDR3 region) and an epitope sequence, predict whether binding occurs between them. The epitope is RLDKVEAEV. The TCR CDR3 sequence is CSASLGTGQETQYF. Result: 0 (the TCR does not bind to the epitope).